This data is from Reaction yield outcomes from USPTO patents with 853,638 reactions. The task is: Predict the reaction yield, written as a fraction of the theoretical maximum amount of product (1.0 means a 100% yield; for example, 0.34 means a 34% yield). (1) The catalyst is O1CCOCC1. The yield is 1.00. The product is [F:6][C@@H:3]([CH2:4][OH:5])[CH2:2][NH:1][C:13](=[O:14])[O:15][C:16]([CH3:19])([CH3:18])[CH3:17]. The reactants are [NH2:1][CH2:2][C@@H:3]([F:6])[CH2:4][OH:5].C(=O)([O-])[O-].[K+].[K+].[C:13](O[C:13]([O:15][C:16]([CH3:19])([CH3:18])[CH3:17])=[O:14])([O:15][C:16]([CH3:19])([CH3:18])[CH3:17])=[O:14]. (2) The reactants are [C:1]([NH2:10])(=[O:9])[C:2]1[C:3](=[CH:5][CH:6]=[CH:7][CH:8]=1)[NH2:4].N1C=CC=N[C:12]=1[O:17][C:18]1[CH:25]=[CH:24][C:21]([CH:22]=O)=[CH:20][CH:19]=1.[CH3:26][O:27]C1C=C(OC)C=C2C=1C(=O)NC(C1C=CC=CN=1)=N2. No catalyst specified. The product is [O:17]1[CH2:12][CH2:26][O:27][C:25]2[CH:24]=[C:21]([C:22]3[NH:10][C:1](=[O:9])[C:2]4[C:3](=[CH:5][CH:6]=[CH:7][CH:8]=4)[N:4]=3)[CH:20]=[CH:19][C:18]1=2. The yield is 0.720. (3) The yield is 0.230. The reactants are [Cl:1][C:2]1[CH:9]=[C:8]([O:10][CH2:11][CH2:12][CH2:13][N:14]2[CH2:19][CH2:18][N:17]([CH3:20])[CH2:16][CH2:15]2)[CH:7]=[CH:6][C:3]=1[CH:4]=O.[F:21][C:22]([F:33])([F:32])[O:23][C:24]1[CH:25]=[C:26]([NH2:31])[C:27]([NH2:30])=[CH:28][CH:29]=1. No catalyst specified. The product is [Cl:1][C:2]1[CH:9]=[C:8]([O:10][CH2:11][CH2:12][CH2:13][N:14]2[CH2:19][CH2:18][N:17]([CH3:20])[CH2:16][CH2:15]2)[CH:7]=[CH:6][C:3]=1[C:4]1[NH:30][C:27]2[CH:28]=[CH:29][C:24]([O:23][C:22]([F:21])([F:32])[F:33])=[CH:25][C:26]=2[N:31]=1. (4) The reactants are [Br:1][C:2]1[CH:7]=[CH:6][C:5]([CH3:8])=[C:4](F)[CH:3]=1.C(S)[CH2:11][S:12]([O-])(=O)=O.[Na+].C([O-])(O)=O.[Na+]. The catalyst is CN(C=O)C. The product is [Br:1][C:2]1[CH:7]=[CH:6][C:5]([CH3:8])=[C:4]([S:12][CH3:11])[CH:3]=1. The yield is 0.680. (5) The reactants are [CH:1]1([S:7]([CH2:10][C:11]2[N:12]=[C:13]([C:17]3[CH:25]=[CH:24][C:20]([C:21]([OH:23])=O)=[CH:19][CH:18]=3)[O:14][C:15]=2[CH3:16])(=[O:9])=[O:8])[CH2:6][CH2:5][CH2:4][CH2:3][CH2:2]1.[N:26]1[CH:31]=[CH:30][CH:29]=[C:28]([CH2:32][NH2:33])[CH:27]=1.CCN=C=NCCCN(C)C.C1C=CC2N(O)N=NC=2C=1.C(N(CC)CC)C. The catalyst is CN(C)C=O.O. The product is [CH:1]1([S:7]([CH2:10][C:11]2[N:12]=[C:13]([C:17]3[CH:25]=[CH:24][C:20]([C:21]([NH:33][CH2:32][C:28]4[CH:27]=[N:26][CH:31]=[CH:30][CH:29]=4)=[O:23])=[CH:19][CH:18]=3)[O:14][C:15]=2[CH3:16])(=[O:8])=[O:9])[CH2:6][CH2:5][CH2:4][CH2:3][CH2:2]1. The yield is 0.400.